From a dataset of Reaction yield outcomes from USPTO patents with 853,638 reactions. Predict the reaction yield, written as a fraction of the theoretical maximum amount of product (1.0 means a 100% yield; for example, 0.34 means a 34% yield). The reactants are Cl.Cl.[NH2:3][CH:4]([C:15]1[CH:20]=[CH:19][CH:18]=[CH:17][CH:16]=1)[C:5]([O:7][CH:8]1[CH2:13][CH2:12][N:11]([CH3:14])[CH2:10][CH2:9]1)=[O:6].CCN(CC)CC.[O-]S([O-])(=O)=O.[Mg+2].[CH:34](=O)[C:35]1[CH:40]=[CH:39][CH:38]=[CH:37][CH:36]=1. The catalyst is C(Cl)Cl. The product is [CH:34](=[N:3][CH:4]([C:15]1[CH:16]=[CH:17][CH:18]=[CH:19][CH:20]=1)[C:5]([O:7][CH:8]1[CH2:9][CH2:10][N:11]([CH3:14])[CH2:12][CH2:13]1)=[O:6])[C:35]1[CH:40]=[CH:39][CH:38]=[CH:37][CH:36]=1. The yield is 0.860.